From a dataset of Catalyst prediction with 721,799 reactions and 888 catalyst types from USPTO. Predict which catalyst facilitates the given reaction. (1) Reactant: [CH2:1]([C:4](=[CH:7][CH2:8][CH2:9][CH2:10][CH3:11])[CH:5]=[O:6])[CH2:2][CH3:3]. Product: [CH2:1]([CH:4]([CH2:7][CH2:8][CH2:9][CH2:10][CH3:11])[CH:5]=[O:6])[CH2:2][CH3:3]. The catalyst class is: 45. (2) Reactant: [Na].[CH3:2][OH:3].[CH2:4]([N:11]1[CH2:20][CH2:19][C:18]2[N:17]=[C:16](Cl)[CH:15]=[CH:14][C:13]=2[CH2:12]1)[C:5]1[CH:10]=[CH:9][CH:8]=[CH:7][CH:6]=1. Product: [CH2:4]([N:11]1[CH2:20][CH2:19][C:18]2[N:17]=[C:16]([O:3][CH3:2])[CH:15]=[CH:14][C:13]=2[CH2:12]1)[C:5]1[CH:10]=[CH:9][CH:8]=[CH:7][CH:6]=1. The catalyst class is: 9. (3) Reactant: [Cl:1][C:2]1[CH:7]=[CH:6][C:5]([CH2:8][CH2:9][C:10]([O:12]C)=[O:11])=[CH:4][C:3]=1[NH:14][C:15](=[O:49])[CH2:16][C@H:17]1[O:23][C@H:22]([C:24]2[CH:29]=[CH:28][CH:27]=[C:26]([O:30][CH3:31])[C:25]=2[O:32][CH3:33])[C:21]2[CH:34]=[C:35]([Cl:38])[CH:36]=[CH:37][C:20]=2[N:19]([CH2:39][C:40]([CH3:47])([CH3:46])[CH2:41][O:42]C(=O)C)[C:18]1=[O:48].[OH-].[Na+].C(O)C. Product: [Cl:1][C:2]1[CH:7]=[CH:6][C:5]([CH2:8][CH2:9][C:10]([OH:12])=[O:11])=[CH:4][C:3]=1[NH:14][C:15](=[O:49])[CH2:16][C@H:17]1[O:23][C@H:22]([C:24]2[CH:29]=[CH:28][CH:27]=[C:26]([O:30][CH3:31])[C:25]=2[O:32][CH3:33])[C:21]2[CH:34]=[C:35]([Cl:38])[CH:36]=[CH:37][C:20]=2[N:19]([CH2:39][C:40]([CH3:46])([CH3:47])[CH2:41][OH:42])[C:18]1=[O:48]. The catalyst class is: 6. (4) Reactant: [S:1]1[CH:5]=[CH:4][C:3]([C:6]2[N:10]=[C:9]([N:11]3[CH2:16][CH2:15][N:14](C(OC(C)(C)C)=O)[CH2:13][CH2:12]3)[S:8][N:7]=2)=[CH:2]1.Cl.CCCCCC. Product: [S:1]1[CH:5]=[CH:4][C:3]([C:6]2[N:10]=[C:9]([N:11]3[CH2:12][CH2:13][NH:14][CH2:15][CH2:16]3)[S:8][N:7]=2)=[CH:2]1. The catalyst class is: 13. (5) Reactant: Br[CH2:2][CH2:3][O:4][CH2:5][CH2:6]Br.[NH2:8][C@@H:9]([CH3:12])[CH2:10][OH:11]. Product: [O:4]1[CH2:5][CH2:6][N:8]([C@@H:9]([CH3:12])[CH2:10][OH:11])[CH2:2][CH2:3]1. The catalyst class is: 4.